Dataset: Peptide-MHC class I binding affinity with 185,985 pairs from IEDB/IMGT. Task: Regression. Given a peptide amino acid sequence and an MHC pseudo amino acid sequence, predict their binding affinity value. This is MHC class I binding data. (1) The peptide sequence is WTPVVNMI. The MHC is Mamu-A01 with pseudo-sequence Mamu-A01. The binding affinity (normalized) is 0.633. (2) The peptide sequence is ELIRRVRRY. The MHC is HLA-A11:01 with pseudo-sequence HLA-A11:01. The binding affinity (normalized) is 0.